This data is from Full USPTO retrosynthesis dataset with 1.9M reactions from patents (1976-2016). The task is: Predict the reactants needed to synthesize the given product. Given the product [O:13]1[C:17]2[CH:18]=[CH:19][C:20]([CH2:22][CH2:23][NH:24][C:9](=[O:11])[CH2:8][C:5]3[CH:4]=[CH:3][C:2]([Br:1])=[CH:7][CH:6]=3)=[CH:21][C:16]=2[O:15][CH2:14]1, predict the reactants needed to synthesize it. The reactants are: [Br:1][C:2]1[CH:7]=[CH:6][C:5]([CH2:8][C:9]([OH:11])=O)=[CH:4][CH:3]=1.Cl.[O:13]1[C:17]2[CH:18]=[CH:19][C:20]([CH2:22][CH2:23][NH2:24])=[CH:21][C:16]=2[O:15][CH2:14]1.C(N(CC)CC)C.C(P(=O)(OCC)OCC)#N.